From a dataset of Reaction yield outcomes from USPTO patents with 853,638 reactions. Predict the reaction yield, written as a fraction of the theoretical maximum amount of product (1.0 means a 100% yield; for example, 0.34 means a 34% yield). (1) The reactants are [C:1]([O:5][C:6]([NH:8][C@H:9]([CH2:29][OH:30])[CH2:10][C:11]1[CH:28]=[CH:27][C:14]([O:15][CH2:16][C:17]2[CH:26]=[CH:25][C:20]([C:21]([O:23][CH3:24])=[O:22])=[CH:19][CH:18]=2)=[CH:13][CH:12]=1)=[O:7])([CH3:4])([CH3:3])[CH3:2].CC(OI1(OC(C)=O)(OC(C)=O)OC(=O)C2C=CC=CC1=2)=O. The catalyst is C(Cl)Cl. The product is [C:1]([O:5][C:6]([NH:8][C@H:9]([CH:29]=[O:30])[CH2:10][C:11]1[CH:28]=[CH:27][C:14]([O:15][CH2:16][C:17]2[CH:18]=[CH:19][C:20]([C:21]([O:23][CH3:24])=[O:22])=[CH:25][CH:26]=2)=[CH:13][CH:12]=1)=[O:7])([CH3:4])([CH3:3])[CH3:2]. The yield is 0.750. (2) The reactants are Br.F[C:3]1[CH:18]=[C:17]([C:19]([F:22])([F:21])[F:20])[CH:16]=[CH:15][C:4]=1[C:5]([NH:7][C:8]1[CH:13]=[CH:12][NH:11][C:10](=[O:14])[CH:9]=1)=[O:6].C(=O)([O-])[O-].[K+].[K+].[F:29][C:30]1[CH:35]=[CH:34][C:33]([OH:36])=[C:32]([CH3:37])[CH:31]=1.CC1CCCO1. The catalyst is CN1C(=O)CCC1.O. The product is [F:29][C:30]1[CH:35]=[CH:34][C:33]([O:36][C:3]2[CH:18]=[C:17]([C:19]([F:22])([F:21])[F:20])[CH:16]=[CH:15][C:4]=2[C:5]([NH:7][C:8]2[CH:13]=[CH:12][NH:11][C:10](=[O:14])[CH:9]=2)=[O:6])=[C:32]([CH3:37])[CH:31]=1. The yield is 0.780.